From a dataset of Full USPTO retrosynthesis dataset with 1.9M reactions from patents (1976-2016). Predict the reactants needed to synthesize the given product. (1) Given the product [CH:13]1(/[CH:18]=[C:19](\[C:2]2[S:3][C:4]([S:7]([CH3:10])(=[O:9])=[O:8])=[CH:5][CH:6]=2)/[CH2:20][OH:21])[CH2:17][CH2:16][CH2:15][CH2:14]1, predict the reactants needed to synthesize it. The reactants are: Br[C:2]1[S:3][C:4]([S:7]([CH3:10])(=[O:9])=[O:8])=[CH:5][CH:6]=1.[F-].[Cs+].[CH:13]1([CH:18]=[C:19](B2OC(C)(C)C(C)(C)O2)[CH2:20][OH:21])[CH2:17][CH2:16][CH2:15][CH2:14]1. (2) Given the product [OH:19][C:20]1[CH:25]=[CH:24][CH:23]=[CH:22][C:21]=1[C:6]1[N:5]=[N:4][C:3]([C:8]2[CH:9]=[C:10]3[C:14](=[CH:15][CH:16]=2)[NH:13][CH:12]=[C:11]3[CH:17]=[O:18])=[CH:2][CH:7]=1, predict the reactants needed to synthesize it. The reactants are: Br[C:2]1[CH:7]=[CH:6][N:5]=[N:4][C:3]=1[C:8]1[CH:9]=[C:10]2[C:14](=[CH:15][CH:16]=1)[NH:13][CH:12]=[C:11]2[CH:17]=[O:18].[OH:19][C:20]1[CH:25]=[CH:24][CH:23]=[CH:22][C:21]=1B(O)O. (3) Given the product [CH3:1][N:2]1[CH:6]=[C:5]([C:7]([N:46]([CH2:45][C:41]2[CH:40]=[C:39]([C:33]3[CH:38]=[CH:37][CH:36]=[CH:35][CH:34]=3)[CH:44]=[CH:43][N:42]=2)[CH2:47][CH2:48][CH3:49])=[O:9])[N:4]=[CH:3]1, predict the reactants needed to synthesize it. The reactants are: [CH3:1][N:2]1[CH:6]=[C:5]([C:7]([OH:9])=O)[N:4]=[CH:3]1.O.ON1C2C=CC=CC=2N=N1.Cl.CN(C)CCCN=C=NCC.[C:33]1([C:39]2[CH:44]=[CH:43][N:42]=[C:41]([CH2:45][NH:46][CH2:47][CH2:48][CH3:49])[CH:40]=2)[CH:38]=[CH:37][CH:36]=[CH:35][CH:34]=1. (4) Given the product [CH3:18][O:17][C:7]1[CH:6]=[C:5]([CH:10]=[CH:9][C:8]=1[C:11]1[CH:16]=[CH:15][N:14]=[CH:13][N:12]=1)[NH2:4], predict the reactants needed to synthesize it. The reactants are: COC(=O)[NH:4][C:5]1[CH:10]=[CH:9][C:8]([C:11]2[CH:16]=[CH:15][N:14]=[CH:13][N:12]=2)=[C:7]([O:17][CH3:18])[CH:6]=1.CO.[OH-].[Na+].